This data is from Full USPTO retrosynthesis dataset with 1.9M reactions from patents (1976-2016). The task is: Predict the reactants needed to synthesize the given product. (1) Given the product [I:22][CH2:2][C@@H:3]1[O:7][C:6](=[O:8])[N:5]([C:9]2[CH:14]=[CH:13][C:12]([N:15]3[CH2:20][CH2:19][O:18][CH2:17][C:16]3=[O:21])=[CH:11][CH:10]=2)[CH2:4]1, predict the reactants needed to synthesize it. The reactants are: Cl[CH2:2][C@@H:3]1[O:7][C:6](=[O:8])[N:5]([C:9]2[CH:14]=[CH:13][C:12]([N:15]3[CH2:20][CH2:19][O:18][CH2:17][C:16]3=[O:21])=[CH:11][CH:10]=2)[CH2:4]1.[I-:22].[Na+]. (2) The reactants are: [CH3:1][O:2][C:3]1[CH:4]=[C:5]([C:11]2[CH:20]=[CH:19][C:18]([C:21]([OH:23])=[O:22])=[C:17]3[C:12]=2[CH:13]=[CH:14][CH:15]=[N:16]3)[CH:6]=[C:7]([O:9][CH3:10])[CH:8]=1.OS(O)(=O)=O.[CH3:29][CH2:30]O. Given the product [CH2:29]([O:22][C:21]([C:18]1[CH:19]=[CH:20][C:11]([C:5]2[CH:4]=[C:3]([O:2][CH3:1])[CH:8]=[C:7]([O:9][CH3:10])[CH:6]=2)=[C:12]2[C:17]=1[N:16]=[CH:15][CH:14]=[CH:13]2)=[O:23])[CH3:30], predict the reactants needed to synthesize it. (3) Given the product [F:1][C:2]1[CH:3]=[C:4]([CH:5]=[N:40][C:14]([O:13][Si:20]([CH3:27])([CH3:26])[CH3:19])=[CH2:15])[CH:7]=[CH:8][CH:9]=1, predict the reactants needed to synthesize it. The reactants are: [F:1][C:2]1[CH:3]=[C:4]([CH:7]=[CH:8][CH:9]=1)[CH:5]=O.ClC1C=[C:13](C=CC=1)[CH:14]=[O:15].[CH3:19][Si:20]([CH3:27])([CH3:26])N[Si:20]([CH3:27])([CH3:26])[CH3:19].C([Li])CCC.C[Si](Cl)(C)C.C([N:40](CC)CC)C.C(Cl)(=O)C. (4) Given the product [O:57]=[C:39]1[N:40]2[C:41]3[CH:49]=[CH:48][C:47]([N:50]4[CH2:55][CH2:54][O:53][CH2:52][C:51]4=[O:56])=[CH:46][C:42]=3[O:43][CH2:44][C@@H:45]2[C@H:37]([CH2:36][N:63]2[C:59](=[O:69])[C:60]3[C:61](=[CH:65][CH:66]=[CH:67][CH:68]=3)[C:62]2=[O:64])[O:38]1, predict the reactants needed to synthesize it. The reactants are: O=C1N2C3C=CC(N4CCOCC4=O)=CC=3OC[C@@H]2[C@@H](CCS([O-])(=O)=O)O1.O([CH2:36][C@H:37]1[C@@H:45]2[N:40]([C:41]3[CH:49]=[CH:48][C:47]([N:50]4[CH2:55][CH2:54][O:53][CH2:52][C:51]4=[O:56])=[CH:46][C:42]=3[O:43][CH2:44]2)[C:39](=[O:57])[O:38]1)[Si](C(C)(C)C)(C)C.[K].[C:59]1(=[O:69])[NH:63][C:62](=[O:64])[C:61]2=[CH:65][CH:66]=[CH:67][CH:68]=[C:60]12.